Task: Predict the reactants needed to synthesize the given product.. Dataset: Full USPTO retrosynthesis dataset with 1.9M reactions from patents (1976-2016) (1) Given the product [C:1]([C:5]1[CH:10]=[C:9]([C:11]([CH3:14])([CH3:13])[CH3:12])[CH:8]=[C:7]([CH:15]=[N:29][C:28]2[C:27]([F:26])=[C:33]([F:34])[C:32]([F:35])=[C:31]([F:36])[C:30]=2[F:37])[C:6]=1[OH:25])([CH3:4])([CH3:3])[CH3:2], predict the reactants needed to synthesize it. The reactants are: [C:1]([C:5]1[CH:10]=[C:9]([C:11]([CH3:14])([CH3:13])[CH3:12])[CH:8]=[C:7]([CH:15]=NC2C(Br)=CC=CC=2Br)[C:6]=1[OH:25])([CH3:4])([CH3:3])[CH3:2].[F:26][C:27]1[C:33]([F:34])=[C:32]([F:35])[C:31]([F:36])=[C:30]([F:37])[C:28]=1[NH2:29].C(C1C(O)=C(C=C(C(C)(C)C)C=1)C=O)(C)(C)C. (2) Given the product [F:31][C:28]1[CH:27]=[CH:26][C:25]([CH2:24][NH:23][C:22]([C:21]2[C:16](=[O:15])[C:17]([O:37][CH3:38])=[C:18]([C:33]([O:35][CH3:36])=[O:34])[NH:19][CH:20]=2)=[O:32])=[CH:30][CH:29]=1, predict the reactants needed to synthesize it. The reactants are: [I-].[Na+].Cl[Si](C)(C)C.C([O:15][C:16]1[C:21]([C:22](=[O:32])[NH:23][CH2:24][C:25]2[CH:30]=[CH:29][C:28]([F:31])=[CH:27][CH:26]=2)=[CH:20][N:19]=[C:18]([C:33]([O:35][CH3:36])=[O:34])[C:17]=1[O:37][CH3:38])C1C=CC=CC=1.S([O-])(O)=O.[Na+]. (3) The reactants are: [N+:1]([C:4]1[CH:9]=[C:8]([NH:10][CH2:11][CH2:12][CH2:13][CH3:14])[C:7]([N+:15]([O-])=O)=[CH:6][C:5]=1[NH:18][CH2:19][CH2:20][CH3:21])([O-])=O. Given the product [NH2:1][C:4]1[CH:9]=[C:8]([NH:10][CH2:11][CH2:12][CH2:13][CH3:14])[C:7]([NH2:15])=[CH:6][C:5]=1[NH:18][CH2:19][CH2:20][CH3:21], predict the reactants needed to synthesize it. (4) Given the product [CH2:35]([N:12]1[CH:13]=[C:9]([C:3]2[CH:4]=[C:5]([F:8])[CH:6]=[CH:7][C:2]=2[F:1])[N:10]=[C:11]1[C@H:14]([NH:21][C:22](=[O:28])[O:23][C:24]([CH3:25])([CH3:27])[CH3:26])[CH:15]1[CH2:16][CH2:17][O:18][CH2:19][CH2:20]1)[C:36]1[CH:41]=[CH:40][CH:39]=[CH:38][CH:37]=1, predict the reactants needed to synthesize it. The reactants are: [F:1][C:2]1[CH:7]=[CH:6][C:5]([F:8])=[CH:4][C:3]=1[C:9]1[N:10]=[C:11]([C@H:14]([NH:21][C:22](=[O:28])[O:23][C:24]([CH3:27])([CH3:26])[CH3:25])[CH:15]2[CH2:20][CH2:19][O:18][CH2:17][CH2:16]2)[NH:12][CH:13]=1.C([O-])([O-])=O.[K+].[K+].[CH2:35](Br)[C:36]1[CH:41]=[CH:40][CH:39]=[CH:38][CH:37]=1.O. (5) Given the product [CH3:3][O:8][CH2:9][CH:10]([C:15]1[CH:16]=[C:17]([C:25]([F:26])([F:27])[F:28])[CH:18]=[C:19]([C:21]([F:23])([F:22])[F:24])[CH:20]=1)[C:11]([O:13][CH3:14])=[O:12], predict the reactants needed to synthesize it. The reactants are: [N+](=[CH:3][Si](C)(C)C)=[N-].[OH:8][CH2:9][CH:10]([C:15]1[CH:20]=[C:19]([C:21]([F:24])([F:23])[F:22])[CH:18]=[C:17]([C:25]([F:28])([F:27])[F:26])[CH:16]=1)[C:11]([O:13][CH3:14])=[O:12].F[B-](F)(F)F.[H+].O. (6) Given the product [CH3:15][C:14]1[CH:13]=[C:12]([CH3:16])[NH:11][C:10](=[O:17])[C:9]=1[CH2:8][NH:7][C:5]([C:4]1[C:3]([F:31])=[C:2]([C:40]2[CH:41]=[CH:42][C:43]([CH2:44][N:45]3[CH2:50][CH2:49][O:48][CH2:47][CH2:46]3)=[CH:51][CH:52]=2)[CH:20]=[C:19]([N:21]([CH2:28][CH3:29])[CH:22]2[CH2:27][CH2:26][O:25][CH2:24][CH2:23]2)[C:18]=1[CH3:30])=[O:6], predict the reactants needed to synthesize it. The reactants are: Br[C:2]1[C:3]([F:31])=[C:4]([C:18]([CH3:30])=[C:19]([N:21]([CH2:28][CH3:29])[CH:22]2[CH2:27][CH2:26][O:25][CH2:24][CH2:23]2)[CH:20]=1)[C:5]([NH:7][CH2:8][C:9]1[C:10](=[O:17])[NH:11][C:12]([CH3:16])=[CH:13][C:14]=1[CH3:15])=[O:6].CC1(C)C(C)(C)OB([C:40]2[CH:52]=[CH:51][C:43]([CH2:44][N:45]3[CH2:50][CH2:49][O:48][CH2:47][CH2:46]3)=[CH:42][CH:41]=2)O1.C([O-])([O-])=O.[Na+].[Na+]. (7) Given the product [C:9]1(=[CH:8][CH2:7][CH2:6][CH2:5][CH2:4][CH2:3][OH:2])[CH2:12][CH2:11][CH2:10]1, predict the reactants needed to synthesize it. The reactants are: C[O:2][C:3](=O)[CH2:4][CH2:5][CH2:6][CH2:7][CH:8]=[C:9]1[CH2:12][CH2:11][CH2:10]1.CC(C[AlH]CC(C)C)C. (8) The reactants are: [F:1][C:2]1[CH:7]=[CH:6][C:5]([C:8]2[S:9][CH:10]=[C:11]([C:13]3[CH:18]=[CH:17][C:16]([C:19]#[C:20][CH2:21][N:22]([CH3:24])[CH3:23])=[CH:15][CH:14]=3)[N:12]=2)=[CH:4][CH:3]=1. Given the product [F:1][C:2]1[CH:3]=[CH:4][C:5]([C:8]2[S:9][CH:10]=[C:11]([C:13]3[CH:18]=[CH:17][C:16]([CH2:19][CH2:20][CH2:21][N:22]([CH3:24])[CH3:23])=[CH:15][CH:14]=3)[N:12]=2)=[CH:6][CH:7]=1, predict the reactants needed to synthesize it.